Dataset: Full USPTO retrosynthesis dataset with 1.9M reactions from patents (1976-2016). Task: Predict the reactants needed to synthesize the given product. (1) Given the product [OH:32]/[N:33]=[CH:2]/[C:3]([NH:16][C:17]1[CH:18]=[CH:19][C:20]([C:23]([CH3:29])([CH3:30])[C:24]([O:26][CH2:27][CH3:28])=[O:25])=[CH:21][CH:22]=1)=[O:5], predict the reactants needed to synthesize it. The reactants are: Cl[C:2](Cl)(Cl)[CH:3]([OH:5])O.[O-]S([O-])(=O)=O.[Na+].[Na+].Cl.[NH2:16][C:17]1[CH:22]=[CH:21][C:20]([C:23]([CH3:30])([CH3:29])[C:24]([O:26][CH2:27][CH3:28])=[O:25])=[CH:19][CH:18]=1.[Cl-].[OH:32][NH3+:33]. (2) The reactants are: [NH:1]1[C:9]2[C:4](=[CH:5][C:6]([OH:10])=[CH:7][CH:8]=2)[CH:3]=[N:2]1.N1C=CN=C1.[Si:16](Cl)([C:19]([CH3:22])([CH3:21])[CH3:20])([CH3:18])[CH3:17].O. Given the product [Si:16]([O:10][C:6]1[CH:5]=[C:4]2[C:9](=[CH:8][CH:7]=1)[NH:1][N:2]=[CH:3]2)([C:19]([CH3:22])([CH3:21])[CH3:20])([CH3:18])[CH3:17], predict the reactants needed to synthesize it.